From a dataset of NCI-60 drug combinations with 297,098 pairs across 59 cell lines. Regression. Given two drug SMILES strings and cell line genomic features, predict the synergy score measuring deviation from expected non-interaction effect. (1) Drug 1: CC1=C(C=C(C=C1)C(=O)NC2=CC(=CC(=C2)C(F)(F)F)N3C=C(N=C3)C)NC4=NC=CC(=N4)C5=CN=CC=C5. Drug 2: CN(CCCl)CCCl.Cl. Cell line: OVCAR3. Synergy scores: CSS=13.6, Synergy_ZIP=-7.13, Synergy_Bliss=-3.61, Synergy_Loewe=-10.4, Synergy_HSA=-3.88. (2) Drug 1: C1=NNC2=C1C(=O)NC=N2. Drug 2: CCC1(C2=C(COC1=O)C(=O)N3CC4=CC5=C(C=CC(=C5CN(C)C)O)N=C4C3=C2)O.Cl. Cell line: HL-60(TB). Synergy scores: CSS=70.8, Synergy_ZIP=-2.57, Synergy_Bliss=-2.54, Synergy_Loewe=-51.5, Synergy_HSA=-1.37. (3) Drug 1: CCC1=CC2CC(C3=C(CN(C2)C1)C4=CC=CC=C4N3)(C5=C(C=C6C(=C5)C78CCN9C7C(C=CC9)(C(C(C8N6C)(C(=O)OC)O)OC(=O)C)CC)OC)C(=O)OC.C(C(C(=O)O)O)(C(=O)O)O. Drug 2: CC1=C(C(CCC1)(C)C)C=CC(=CC=CC(=CC(=O)O)C)C. Cell line: T-47D. Synergy scores: CSS=31.9, Synergy_ZIP=-6.16, Synergy_Bliss=-3.60, Synergy_Loewe=-1.00, Synergy_HSA=-0.892. (4) Drug 1: CNC(=O)C1=CC=CC=C1SC2=CC3=C(C=C2)C(=NN3)C=CC4=CC=CC=N4. Drug 2: CC12CCC3C(C1CCC2O)C(CC4=C3C=CC(=C4)O)CCCCCCCCCS(=O)CCCC(C(F)(F)F)(F)F. Cell line: LOX IMVI. Synergy scores: CSS=2.38, Synergy_ZIP=1.39, Synergy_Bliss=5.64, Synergy_Loewe=0.698, Synergy_HSA=0.107. (5) Drug 1: CN1CCC(CC1)COC2=C(C=C3C(=C2)N=CN=C3NC4=C(C=C(C=C4)Br)F)OC. Drug 2: C1=CC(=CC=C1CC(C(=O)O)N)N(CCCl)CCCl.Cl. Cell line: ACHN. Synergy scores: CSS=19.2, Synergy_ZIP=0.961, Synergy_Bliss=2.98, Synergy_Loewe=1.45, Synergy_HSA=5.00.